Dataset: Experimentally validated miRNA-target interactions with 360,000+ pairs, plus equal number of negative samples. Task: Binary Classification. Given a miRNA mature sequence and a target amino acid sequence, predict their likelihood of interaction. (1) The miRNA is hsa-miR-6893-3p with sequence CCCUGCUGCCUUCACCUGCCAG. The protein sequence of the target gene is MRREFCWDAYSKAAGSRASSPLPRQDRDSFCHQMSFCLTELHLWSLKNTLHIADRDIGIYQYYDKKDPPATEHGNLEKKQKLAESRDYPWTLKNRRPEKLRDSLKELEELMQNSRCVLSKWKNKYVCQLLFGSGVLVSLSLSGPQLEKVVIDRSLVGKLISDTISDALLTDSFIILSFLAQNKLCFIQFTKKMESSDVNKRLEKLSALDYKIFYYEIPGPINKTTERHLAINCVHDRVVCWWPLVNDDAWPWAPISSEKDRANLLLLGYAQGRLEVLSSVRTEWDPLDVRFGTKQPYQVF.... Result: 1 (interaction). (2) The protein sequence of the target gene is MTVEKEAPDAHFTVDKQNISLWPREPPPKSGPSLVPGKTPTVRAALICLTLVLVASVLLQAVLYPRFMGTISDVKTNVQLLKGRVDNISTLDSEIKKNSDGMEAAGVQIQMVNESLGYVRSQFLKLKTSVEKANAQIQILTRSWEEVSTLNAQIPELKSDLEKASALNTKIRALQGSLENMSKLLKRQNDILQVVSQGWKYFKGNFYYFSLIPKTWYSAEQFCVSRNSHLTSVTSESEQEFLYKTAGGLIYWIGLTKAGMEGDWSWVDDTPFNKVQSVRFWIPGEPNNAGNNEHCGNIKA.... Result: 1 (interaction). The miRNA is hsa-miR-5739 with sequence GCGGAGAGAGAAUGGGGAGC. (3) The miRNA is mmu-miR-362-5p with sequence AAUCCUUGGAACCUAGGUGUGAAU. The protein sequence of the target gene is MPHSSDSSDSSFSRSPPPGKQDSSDDVRRVQRREKNRIAAQKSRQRQTQKADTLHLESEDLEKQNAALRKEIKQLTEELKYFTSVLNSHEPLCSVLAASTPSPPEVVYSAHAFHQPHVSSPRFQP. Result: 0 (no interaction). (4) The miRNA is hsa-miR-451a with sequence AAACCGUUACCAUUACUGAGUU. The protein sequence of the target gene is MSVTLHTDVGDIKIEVFCERTPKTCENFLALCASNYYNGCIFHRNIKGFMVQTGDPTGTGRGGNSIWGKKFEDEYSEYLKHNVRGVVSMANNGPNTNGSQFFITYGKQPHLDMKYTVFGKVIDGLETLDELEKLPVNEKTYRPLNDVHIKDITIHANPFAQ. Result: 0 (no interaction).